From a dataset of Experimentally validated miRNA-target interactions with 360,000+ pairs, plus equal number of negative samples. Binary Classification. Given a miRNA mature sequence and a target amino acid sequence, predict their likelihood of interaction. (1) The miRNA is mmu-miR-194-5p with sequence UGUAACAGCAACUCCAUGUGGA. The protein sequence of the target gene is MEGAKPTLQLVYQAVQALYHDPDPSGKERASFWLGELQRSVHAWEISDQLLQIRQDVESCYFAAQTMKMKIQTSFYELPTDSHASLRDSLLTHIQNLKDLSPVIVTQLALAIADLALQMPSWKGCVQTLVEKYSNDVTSLPFLLEILTVLPEEVHSRSLRIGANRRTEIIEDLAFYSSTVVSLLMTCVEKAGTDEKMLMKVFRCLGSWFNLGVLDSNFMANNKLLALLFEVLQQDKTSSNLHEAASDCVCSALYAIENVETNLPLAMQLFQGVLTLETAYHMAVAREDLDKVLNYCRIFT.... Result: 0 (no interaction). (2) The miRNA is hsa-miR-6832-3p with sequence ACCCUUUUUCUCUUUCCCAG. The protein sequence of the target gene is MADKVQTTLLFLAVGEFSVGILGNAFIGLVNCMDWVKKRKIASIDLILTSLAISRICLLCVILLDCFILVLYPDVYATGKEMRIIDFFWTLTNHLSIWFATCLSIYYFFKIGNFFHPLFLWMKWRIDRVISWILLGCVVLSVFISLPATENLNADFRFCVKAKRKTNLTWSCRVNKTQHASTKLFLNLATLLPFCVCLMSFFLLILSLRRHIRRMQLSATGCRDPSTEAHVRALKAVISFLLLFIAYYLSFLIATSSYFMPETELAVIFGESIALIYPSSHSFILILGNNKLRHASLKVI.... Result: 0 (no interaction). (3) The miRNA is mmu-miR-3106-5p with sequence UGGCUCAUUUAGAAGCAGCCA. The protein sequence of the target gene is MESFSSKSLALQAEKKLLSKMAGRSVAHLFIDETSSEVLDELYRVSKEYTHSRPKAQRVIKDLIKVAVKVAVLHRSGCFGPGELALATRFRQKLRQGAMTALSFGEVDFTFEAAVLAGLLVECRDILLELVEHHLTPKSHDRIRHVFDHYSDPDLLAALYGPDFTQHLGKICDGLRKLLDEGKL. Result: 0 (no interaction).